Dataset: Forward reaction prediction with 1.9M reactions from USPTO patents (1976-2016). Task: Predict the product of the given reaction. Given the reactants C[Si](C)(C)[C:3]#[C:4][C:5]#[C:6][CH2:7][CH2:8]/[CH:9]=[CH:10]/[CH:11]=[CH:12]/[C:13]([O:15]C)=[O:14].[OH-].[Na+], predict the reaction product. The product is: [C:13]([OH:15])(=[O:14])/[CH:12]=[CH:11]/[CH:10]=[CH:9]/[CH2:8][CH2:7][C:6]#[C:5][C:4]#[CH:3].